Dataset: Forward reaction prediction with 1.9M reactions from USPTO patents (1976-2016). Task: Predict the product of the given reaction. (1) Given the reactants [F:1][C:2]1[CH:3]=[C:4]2[C:8](=[CH:9][CH:10]=1)[NH:7][N:6]=[C:5]2[I:11].[CH3:12][C:13]1([CH3:20])[O:17][CH:16]([CH2:18]O)[CH2:15][O:14]1, predict the reaction product. The product is: [I:11][C:5]1[C:4]2[C:8](=[CH:9][CH:10]=[C:2]([F:1])[CH:3]=2)[N:7]([CH2:18][CH:16]2[CH2:15][O:14][C:13]([CH3:20])([CH3:12])[O:17]2)[N:6]=1. (2) Given the reactants [CH2:1]([NH:3][C:4]([NH:6][NH2:7])=[S:5])[CH3:2].[F:8][C:9]1[CH:18]=[C:17]2[C:12]([CH:13]=[CH:14][CH:15]=[N:16]2)=[CH:11][C:10]=1[CH2:19][C:20]1[N:24]2[N:25]=[C:26]([C:29](=O)[CH3:30])[CH:27]=[CH:28][C:23]2=[N:22][CH:21]=1, predict the reaction product. The product is: [CH2:1]([NH:3][C:4]([NH:6]/[N:7]=[C:29](/[C:26]1[CH:27]=[CH:28][C:23]2[N:24]([C:20]([CH2:19][C:10]3[CH:11]=[C:12]4[C:17](=[CH:18][C:9]=3[F:8])[N:16]=[CH:15][CH:14]=[CH:13]4)=[CH:21][N:22]=2)[N:25]=1)\[CH3:30])=[S:5])[CH3:2]. (3) Given the reactants Br[C:2]1[CH:35]=[CH:34][C:33]([N+:36]([O-:38])=[O:37])=[CH:32][C:3]=1[CH2:4][O:5][C:6]1[CH:11]=[CH:10][C:9]([C:12]2[N:16]([CH:17]3[CH2:22][CH2:21][CH2:20][CH2:19][CH2:18]3)[C:15]3[CH:23]=[CH:24][C:25]([C:27]([O:29][CH3:30])=[O:28])=[CH:26][C:14]=3[N:13]=2)=[C:8]([F:31])[CH:7]=1.[Cl:39][C:40]1[CH:45]=[CH:44][C:43](B(O)O)=[CH:42][CH:41]=1.C(=O)([O-])O.[Na+].O, predict the reaction product. The product is: [Cl:39][C:40]1[CH:45]=[CH:44][C:43]([C:2]2[CH:35]=[CH:34][C:33]([N+:36]([O-:38])=[O:37])=[CH:32][C:3]=2[CH2:4][O:5][C:6]2[CH:11]=[CH:10][C:9]([C:12]3[N:16]([CH:17]4[CH2:22][CH2:21][CH2:20][CH2:19][CH2:18]4)[C:15]4[CH:23]=[CH:24][C:25]([C:27]([O:29][CH3:30])=[O:28])=[CH:26][C:14]=4[N:13]=3)=[C:8]([F:31])[CH:7]=2)=[CH:42][CH:41]=1. (4) Given the reactants Cl[CH2:2][C:3]1[N:7]=[CH:6][O:5][N:4]=1.[NH2:8][CH2:9][CH2:10][CH:11]([CH3:13])[CH3:12].[NH2:14][C@H:15](C(O)=O)[CH2:16][C:17]1[CH:26]=C2C(C=CC=C2)=C[CH:18]=1, predict the reaction product. The product is: [CH3:12][CH:11]([CH3:13])[CH2:10][CH2:9][NH:8][CH2:2][C:3]1[N:7]=[CH:6][O:5][N:4]=1.[CH3:18][CH:17]([CH3:26])[CH2:16][CH2:15][NH:14][CH2:2][C:3]1[N:7]=[CH:6][O:5][N:4]=1. (5) Given the reactants [CH3:1][O:2][CH2:3][CH2:4][OH:5].[H-].[Na+].Cl[C:9]1[CH:14]=[C:13]([N+:15]([O-])=O)[CH:12]=[CH:11][N:10]=1, predict the reaction product. The product is: [CH3:1][O:2][CH2:3][CH2:4][O:5][C:9]1[CH:14]=[C:13]([NH2:15])[CH:12]=[CH:11][N:10]=1.